Dataset: Forward reaction prediction with 1.9M reactions from USPTO patents (1976-2016). Task: Predict the product of the given reaction. (1) Given the reactants [CH3:1][C:2]1[CH:3]=[CH:4][CH:5]=[C:6]2[C:11]=1[N:10]=[C:9]([NH:12][C:13]1[CH:21]=[C:20]3[C:16]([CH:17]=[N:18][NH:19]3)=[C:15]([NH2:22])[CH:14]=1)[N:8]=[CH:7]2.[CH2:23]([N:25]=[C:26]=[O:27])[CH3:24], predict the reaction product. The product is: [NH2:22][C:15]1[CH:14]=[C:13]([NH:12][C:9]2[N:8]=[CH:7][C:6]3[C:11](=[C:2]([CH3:1])[CH:3]=[CH:4][CH:5]=3)[N:10]=2)[CH:21]=[C:20]2[C:16]=1[CH:17]=[N:18][N:19]2[C:26]([NH:25][CH2:23][CH3:24])=[O:27]. (2) Given the reactants C[O:2][C:3](=O)[C:4]([NH2:13])([C:6]1[CH:11]=[CH:10][CH:9]=[C:8]([Br:12])[CH:7]=1)[CH3:5].[H-].[Al+3].[Li+].[H-].[H-].[H-].O, predict the reaction product. The product is: [NH2:13][C:4]([C:6]1[CH:11]=[CH:10][CH:9]=[C:8]([Br:12])[CH:7]=1)([CH3:5])[CH2:3][OH:2]. (3) Given the reactants [NH2:1][C:2]1[C:3]([NH:20][CH2:21][CH2:22][CH2:23][CH2:24][CH2:25][OH:26])=[C:4]([NH:8][C:9]([NH:11][C:12]2[CH:17]=[CH:16][C:15]([Cl:18])=[CH:14][C:13]=2[Cl:19])=S)[CH:5]=[CH:6][CH:7]=1.Cl.C(N=C=NCCCN(C)C)C, predict the reaction product. The product is: [NH2:1][C:2]1[C:3]2[N:20]([CH2:21][CH2:22][CH2:23][CH2:24][CH2:25][OH:26])[C:9]([NH:11][C:12]3[CH:17]=[CH:16][C:15]([Cl:18])=[CH:14][C:13]=3[Cl:19])=[N:8][C:4]=2[CH:5]=[CH:6][CH:7]=1. (4) Given the reactants [CH3:1][NH2:2].Br[CH2:4][CH2:5][CH2:6][CH2:7][CH2:8][O:9][C:10]1[C:11]([O:30][CH3:31])=[CH:12][CH:13]=[C:14]2[C:19]=1[O:18][C:17](=[O:20])[CH:16]=[C:15]2[NH:21][C:22]1[C:27]([Cl:28])=[CH:26][N:25]=[CH:24][C:23]=1[Cl:29], predict the reaction product. The product is: [Cl:29][C:23]1[CH:24]=[N:25][CH:26]=[C:27]([Cl:28])[C:22]=1[NH:21][C:15]1[C:14]2[C:19](=[C:10]([O:9][CH2:8][CH2:7][CH2:6][CH2:5][CH2:4][NH:2][CH3:1])[C:11]([O:30][CH3:31])=[CH:12][CH:13]=2)[O:18][C:17](=[O:20])[CH:16]=1. (5) Given the reactants CC(OI1(OC(C)=O)(OC(C)=O)OC(=O)C2C=CC=CC1=2)=O.[Br:23][C:24]1[CH:29]=[CH:28][C:27]([CH:30]([C:34]2[C:35]([C:49]3[CH:54]=[CH:53][CH:52]=[CH:51][N:50]=3)=[N:36][N:37]([CH2:47][CH3:48])[C:38]=2[NH:39][C:40](=[O:46])[O:41][C:42]([CH3:45])([CH3:44])[CH3:43])[CH2:31][CH2:32][OH:33])=[CH:26][CH:25]=1.C([O-])(O)=O.[Na+].S([O-])([O-])(=O)=S.[Na+].[Na+], predict the reaction product. The product is: [Br:23][C:24]1[CH:29]=[CH:28][C:27]([CH:30]([C:34]2[C:35]([C:49]3[CH:54]=[CH:53][CH:52]=[CH:51][N:50]=3)=[N:36][N:37]([CH2:47][CH3:48])[C:38]=2[NH:39][C:40](=[O:46])[O:41][C:42]([CH3:45])([CH3:43])[CH3:44])[CH2:31][CH:32]=[O:33])=[CH:26][CH:25]=1. (6) Given the reactants CO[C:3]1[CH:8]=[CH:7][C:6]([C@@H:9]([N:11]([CH2:22][C:23]2[N:24]=[C:25]3[CH:30]=[CH:29][CH:28]=[C:27]([N:31]4[CH2:36][CH2:35][N:34]([CH3:37])[CH2:33][CH2:32]4)[N:26]3[CH:38]=2)[C@@H:12]2[C:21]3[N:20]=[CH:19][CH:18]=[CH:17][C:16]=3[CH2:15][CH2:14][CH2:13]2)C)=[CH:5][CH:4]=1.[Br:39]C1C=C(C=CC=1)C=O, predict the reaction product. The product is: [Br:39][C:4]1[CH:5]=[C:6]([CH2:9][N:11]([CH2:22][C:23]2[N:24]=[C:25]3[CH:30]=[CH:29][CH:28]=[C:27]([N:31]4[CH2:36][CH2:35][N:34]([CH3:37])[CH2:33][CH2:32]4)[N:26]3[CH:38]=2)[C@@H:12]2[C:21]3[N:20]=[CH:19][CH:18]=[CH:17][C:16]=3[CH2:15][CH2:14][CH2:13]2)[CH:7]=[CH:8][CH:3]=1. (7) Given the reactants CS(C1C=CC2C3N=CC(C4N(C)N=NC=4C)=CC=3N([C@@H:14]([CH:21]3[CH2:26][CH2:25][O:24][CH2:23][CH2:22]3)[C:15]3[CH:20]=[CH:19][CH:18]=[CH:17][CH:16]=3)C=2C=1)(=O)=O.[Br:38][C:39]1[CH:51]=[N:50][C:49]2[C:48]3[C:47]([F:52])=[CH:46][C:45]([S:53]([CH3:56])(=[O:55])=[O:54])=[CH:44][C:43]=3[NH:42][C:41]=2[CH:40]=1, predict the reaction product. The product is: [Br:38][C:39]1[CH:51]=[N:50][C:49]2[C:48]3[C:47]([F:52])=[CH:46][C:45]([S:53]([CH3:56])(=[O:55])=[O:54])=[CH:44][C:43]=3[N:42]([C@@H:14]([CH:21]3[CH2:26][CH2:25][O:24][CH2:23][CH2:22]3)[C:15]3[CH:20]=[CH:19][CH:18]=[CH:17][CH:16]=3)[C:41]=2[CH:40]=1. (8) Given the reactants [CH3:1][O:2][CH2:3][O:4][C:5]1[CH:10]=[CH:9][C:8]([C:11]2[CH:12]=[C:13]([C:27](O)=[O:28])[C:14]3[C:19]([CH3:20])=[N:18][N:17]([CH:21]4[CH2:26][CH2:25][CH2:24][CH2:23][O:22]4)[C:15]=3[N:16]=2)=[CH:7][CH:6]=1.CCN(C(C)C)C(C)C.[C:39]([O:43][C:44]([N:46]1[CH2:51][CH2:50][NH:49][C@H:48]([CH2:52][C:53]([F:56])([F:55])[F:54])[CH2:47]1)=[O:45])([CH3:42])([CH3:41])[CH3:40], predict the reaction product. The product is: [C:39]([O:43][C:44]([N:46]1[CH2:51][CH2:50][N:49]([C:27]([C:13]2[C:14]3[C:19]([CH3:20])=[N:18][N:17]([CH:21]4[CH2:26][CH2:25][CH2:24][CH2:23][O:22]4)[C:15]=3[N:16]=[C:11]([C:8]3[CH:9]=[CH:10][C:5]([O:4][CH2:3][O:2][CH3:1])=[CH:6][CH:7]=3)[CH:12]=2)=[O:28])[C@H:48]([CH2:52][C:53]([F:55])([F:56])[F:54])[CH2:47]1)=[O:45])([CH3:42])([CH3:40])[CH3:41]. (9) Given the reactants [Cl:1][C:2]1[C:7]([Cl:8])=[CH:6][CH:5]=[CH:4][C:3]=1[S:9]([NH:12][CH2:13][CH2:14][N:15]1[CH2:19][CH2:18][NH:17][C:16]1=[O:20])(=[O:11])=[O:10].[C:21](=O)([O-])[O-].[K+].[K+].S(OC)(OC)(=O)=O, predict the reaction product. The product is: [Cl:1][C:2]1[C:7]([Cl:8])=[CH:6][CH:5]=[CH:4][C:3]=1[S:9]([N:12]([CH3:21])[CH2:13][CH2:14][N:15]1[CH2:19][CH2:18][NH:17][C:16]1=[O:20])(=[O:11])=[O:10].